Dataset: Full USPTO retrosynthesis dataset with 1.9M reactions from patents (1976-2016). Task: Predict the reactants needed to synthesize the given product. (1) Given the product [CH3:27][N:25]([CH3:26])[C:23]([CH2:22][C:18]1([NH:17][C:8]([C:5]2[CH:4]=[C:3]([O:11][CH2:12][C:13]([F:16])([F:15])[F:14])[C:2]([Cl:1])=[CH:7][N:6]=2)=[O:10])[CH2:19][O:20][CH2:21]1)=[O:24], predict the reactants needed to synthesize it. The reactants are: [Cl:1][C:2]1[C:3]([O:11][CH2:12][C:13]([F:16])([F:15])[F:14])=[CH:4][C:5]([C:8]([OH:10])=O)=[N:6][CH:7]=1.[NH2:17][C:18]1([CH2:22][C:23]([N:25]([CH3:27])[CH3:26])=[O:24])[CH2:21][O:20][CH2:19]1. (2) Given the product [OH:5][CH2:4][C:3]1[CH:7]=[CH:8][CH:9]=[CH:10][C:2]=1[C:1]([O:12][CH2:13][CH2:14][C:15]1[CH:16]=[CH:17][CH:18]=[CH:19][CH:20]=1)=[O:11], predict the reactants needed to synthesize it. The reactants are: [C:1]([O:12][CH2:13][CH2:14][C:15]1[CH:20]=[CH:19][CH:18]=[CH:17][CH:16]=1)(=[O:11])[C:2]1[C:3](=[CH:7][CH:8]=[CH:9][CH:10]=1)[C:4]([O-])=[O:5].C(Cl)(=O)C(Cl)=O.[BH4-].[Na+].OS([O-])(=O)=O.[K+]. (3) Given the product [Br:12][CH2:13][CH2:14][CH2:15][CH2:16][CH2:17][CH2:18][O:11][CH2:10][CH2:9][CH2:8][CH2:7][C:1]1[CH:6]=[CH:5][CH:4]=[CH:3][CH:2]=1, predict the reactants needed to synthesize it. The reactants are: [C:1]1([CH2:7][CH2:8][CH2:9][CH2:10][OH:11])[CH:6]=[CH:5][CH:4]=[CH:3][CH:2]=1.[Br:12][CH2:13][CH2:14][CH2:15][CH2:16][CH2:17][CH2:18]Br.[OH-].[K+]. (4) Given the product [Cl:21][C:14]1[CH:15]=[C:16]([C:17]([O:19][CH3:20])=[O:18])[C:11]([C:6]2[CH:7]=[CH:8][C:9]([Cl:10])=[C:4]([C:1]([NH:22][CH2:23][C:24]3([OH:31])[CH2:30][CH2:29][CH2:28][CH2:27][CH2:26][CH2:25]3)=[O:3])[CH:5]=2)=[N:12][CH:13]=1, predict the reactants needed to synthesize it. The reactants are: [C:1]([C:4]1[CH:5]=[C:6]([C:11]2[C:16]([C:17]([O:19][CH3:20])=[O:18])=[CH:15][C:14]([Cl:21])=[CH:13][N:12]=2)[CH:7]=[CH:8][C:9]=1[Cl:10])([OH:3])=O.[NH2:22][CH2:23][C:24]1([OH:31])[CH2:30][CH2:29][CH2:28][CH2:27][CH2:26][CH2:25]1. (5) Given the product [CH3:1][O:2][C:3]1[CH:8]=[CH:7][C:6]([C:9]2[N:10]=[C:11]([C:22]3([CH3:28])[CH2:27][CH2:26][N:25]([C:33](=[O:39])[N:50]([OH:51])[CH3:49])[CH2:24][CH2:23]3)[S:12][C:13]=2[C:14]2[CH:19]=[CH:18][C:17]([O:20][CH3:21])=[CH:16][CH:15]=2)=[CH:5][CH:4]=1, predict the reactants needed to synthesize it. The reactants are: [CH3:1][O:2][C:3]1[CH:8]=[CH:7][C:6]([C:9]2[N:10]=[C:11]([C:22]3([CH3:28])[CH2:27][CH2:26][NH:25][CH2:24][CH2:23]3)[S:12][C:13]=2[C:14]2[CH:19]=[CH:18][C:17]([O:20][CH3:21])=[CH:16][CH:15]=2)=[CH:5][CH:4]=1.ClC(Cl)(O[C:33](=[O:39])OC(Cl)(Cl)Cl)Cl.C(N(CC)CC)C.Cl.[CH3:49][NH:50][OH:51].